From a dataset of Peptide-MHC class II binding affinity with 134,281 pairs from IEDB. Regression. Given a peptide amino acid sequence and an MHC pseudo amino acid sequence, predict their binding affinity value. This is MHC class II binding data. (1) The peptide sequence is AFALVLLFCALASSC. The MHC is DRB1_1001 with pseudo-sequence DRB1_1001. The binding affinity (normalized) is 0.387. (2) The peptide sequence is KYDAYVATLSEALRI. The MHC is HLA-DQA10101-DQB10501 with pseudo-sequence HLA-DQA10101-DQB10501. The binding affinity (normalized) is 0. (3) The peptide sequence is AFILIGDNLFPKV. The MHC is HLA-DQA10501-DQB10201 with pseudo-sequence HLA-DQA10501-DQB10201. The binding affinity (normalized) is 0.571. (4) The binding affinity (normalized) is 0. The peptide sequence is KYTVIITVHTGDQHQ. The MHC is DRB1_0301 with pseudo-sequence DRB1_0301. (5) The peptide sequence is AQAAVVRFQEAANKQ. The MHC is DRB1_0802 with pseudo-sequence DRB1_0802. The binding affinity (normalized) is 0.363. (6) The peptide sequence is RGKMDVSGVQAPVGA. The MHC is DRB3_0101 with pseudo-sequence DRB3_0101. The binding affinity (normalized) is 0.176.